Dataset: Full USPTO retrosynthesis dataset with 1.9M reactions from patents (1976-2016). Task: Predict the reactants needed to synthesize the given product. (1) Given the product [OH:11][C:9]1[CH:10]=[C:5]([NH:4][C:1](=[O:3])[CH3:2])[CH:6]=[CH:7][C:8]=1[N+:15]([O-:17])=[O:16], predict the reactants needed to synthesize it. The reactants are: [C:1]([NH:4][C:5]1[CH:6]=[CH:7][C:8]([N+:15]([O-:17])=[O:16])=[C:9]([O:11]C(=O)C)[CH:10]=1)(=[O:3])[CH3:2].C(=O)([O-])[O-].[K+].[K+]. (2) Given the product [CH:15]1([O:14][C:7]2[C:8]([O:12][CH3:13])=[CH:9][CH:10]=[C:11]3[C:6]=2[O:5][C:4](=[O:20])[CH:3]=[C:2]3[NH:26][CH2:25][C:24]([O:23][CH2:21][CH3:22])=[O:27])[CH2:19][CH2:18][CH2:17][CH2:16]1, predict the reactants needed to synthesize it. The reactants are: Cl[C:2]1[C:11]2[C:6](=[C:7]([O:14][CH:15]3[CH2:19][CH2:18][CH2:17][CH2:16]3)[C:8]([O:12][CH3:13])=[CH:9][CH:10]=2)[O:5][C:4](=[O:20])[CH:3]=1.[CH2:21]([O:23][C:24](=[O:27])[CH2:25][NH2:26])[CH3:22].Cl.C(N(CC)CC)C. (3) Given the product [Cl:1][C:2]1[C:3]([N:13]2[CH2:18][CH2:17][N:16]([C:20]([NH:19][CH2:22][C:23]3[CH:28]=[CH:27][CH:26]=[CH:25][C:24]=3[CH3:29])=[O:21])[CH2:15][CH2:14]2)=[N:4][CH:5]=[C:6]([CH:12]=1)[C:7]([O:9][CH2:10][CH3:11])=[O:8], predict the reactants needed to synthesize it. The reactants are: [Cl:1][C:2]1[C:3]([N:13]2[CH2:18][CH2:17][NH:16][CH2:15][CH2:14]2)=[N:4][CH:5]=[C:6]([CH:12]=1)[C:7]([O:9][CH2:10][CH3:11])=[O:8].[N:19]([CH2:22][C:23]1[CH:28]=[CH:27][CH:26]=[CH:25][C:24]=1[CH3:29])=[C:20]=[O:21]. (4) Given the product [NH2:6][C:7]1[CH:21]=[CH:20][CH:19]=[CH:18][C:8]=1[CH:9]=[N:10][C:11]1[CH:16]=[CH:15][C:14]([OH:17])=[CH:13][CH:12]=1, predict the reactants needed to synthesize it. The reactants are: O.O.Cl[Sn]Cl.[NH2:6][C:7]1[CH:21]=[CH:20][CH:19]=[CH:18][C:8]=1[CH2:9][NH:10][C:11]1[CH:16]=[CH:15][C:14]([OH:17])=[CH:13][CH:12]=1. (5) Given the product [F:1][C:2]1[CH:3]=[C:4]([CH:8]([OH:18])[CH2:9][N:10]2[CH2:11][CH2:12][CH2:13][CH2:14][CH2:15]2)[CH:5]=[CH:6][CH:7]=1, predict the reactants needed to synthesize it. The reactants are: [F:1][C:2]1[CH:3]=[C:4]([CH2:8][CH2:9][N:10]2[CH2:15][CH2:14][CH2:13][CH2:12][CH2:11]2)[CH:5]=[CH:6][CH:7]=1.[BH4-].[Na+].[OH2:18]. (6) Given the product [Cl:30][C:31]1[N:35]2[CH:36]=[C:37]([CH:44]3[CH2:46][CH2:45]3)[CH:38]=[C:39]([C:40]([F:42])([F:41])[F:43])[C:34]2=[N:33][C:32]=1[C:47]([N:11]1[CH2:12][CH2:13][C@@H:14]([N:15]2[CH2:19][CH2:18][CH2:17][C:16]2=[O:20])[C@H:9]([OH:8])[CH2:10]1)=[O:48], predict the reactants needed to synthesize it. The reactants are: OC(C(F)(F)F)=O.[OH:8][C@H:9]1[C@H:14]([N:15]2[CH2:19][CH2:18][CH2:17][C:16]2=[O:20])[CH2:13][CH2:12][NH:11][CH2:10]1.CCN(C(C)C)C(C)C.[Cl:30][C:31]1[N:35]2[CH:36]=[C:37]([CH:44]3[CH2:46][CH2:45]3)[CH:38]=[C:39]([C:40]([F:43])([F:42])[F:41])[C:34]2=[N:33][C:32]=1[C:47](O)=[O:48].CN(C(ON1N=NC2C=CC=NC1=2)=[N+](C)C)C.F[P-](F)(F)(F)(F)F. (7) Given the product [CH:1]([C:4]1[CH:5]=[CH:6][C:7]([CH:10]2[C:14]3[CH:15]=[C:16]([N:19]([CH3:31])[C:20](=[O:26])[CH2:21][C:22]([CH3:25])([CH3:24])[CH3:23])[CH:17]=[CH:18][C:13]=3[O:12][C:11]2([CH3:28])[CH3:27])=[CH:8][CH:9]=1)([CH3:3])[CH3:2], predict the reactants needed to synthesize it. The reactants are: [CH:1]([C:4]1[CH:9]=[CH:8][C:7]([CH:10]2[C:14]3[CH:15]=[C:16]([NH:19][C:20](=[O:26])[CH2:21][C:22]([CH3:25])([CH3:24])[CH3:23])[CH:17]=[CH:18][C:13]=3[O:12][C:11]2([CH3:28])[CH3:27])=[CH:6][CH:5]=1)([CH3:3])[CH3:2].[H-].[Na+].[CH3:31]I.O.